The task is: Predict the reactants needed to synthesize the given product.. This data is from Full USPTO retrosynthesis dataset with 1.9M reactions from patents (1976-2016). (1) Given the product [CH3:12][C:4]1[CH:3]=[C:2]([N:16]2[CH2:15][C@@H:14]([CH3:13])[O:19][C@@H:18]([CH3:20])[CH2:17]2)[CH:11]=[CH:10][C:5]=1[C:6]([O:8][CH3:9])=[O:7], predict the reactants needed to synthesize it. The reactants are: F[C:2]1[CH:11]=[CH:10][C:5]([C:6]([O:8][CH3:9])=[O:7])=[C:4]([CH3:12])[CH:3]=1.[CH3:13][C@@H:14]1[O:19][C@H:18]([CH3:20])[CH2:17][NH:16][CH2:15]1.C(=O)([O-])[O-].[K+].[K+]. (2) Given the product [Cl:1][C:2]1[CH:7]=[CH:6][C:5]([CH2:8][C:9]([OH:11])=[O:10])=[CH:4][C:3]=1[NH:13][C:14]([NH:16][CH2:17][C:18]1[CH:23]=[CH:22][CH:21]=[CH:20][CH:19]=1)=[O:15], predict the reactants needed to synthesize it. The reactants are: [Cl:1][C:2]1[CH:7]=[CH:6][C:5]([CH2:8][C:9]([O:11]C)=[O:10])=[CH:4][C:3]=1[NH:13][C:14]([NH:16][CH2:17][C:18]1[CH:23]=[CH:22][CH:21]=[CH:20][CH:19]=1)=[O:15].[OH-].[Na+]. (3) Given the product [O:1]([C:8]1[CH:13]=[CH:12][C:11]([C:14]([F:15])([F:16])[F:17])=[CH:10][C:9]=1[OH:18])[C:2]1[CH:3]=[CH:4][CH:5]=[CH:6][CH:7]=1, predict the reactants needed to synthesize it. The reactants are: [O:1]([C:8]1[CH:13]=[CH:12][C:11]([C:14]([F:17])([F:16])[F:15])=[CH:10][C:9]=1[O:18]C)[C:2]1[CH:7]=[CH:6][CH:5]=[CH:4][CH:3]=1.B(Br)(Br)Br. (4) The reactants are: CC[O-].[Na+].[F:5][CH2:6][CH2:7][O:8][C:9]1[CH:14]=[CH:13][C:12]([N+:15]([O-:17])=[O:16])=[C:11]([CH3:18])[CH:10]=1.[C:19](OCC)(=[O:25])[C:20]([O:22][CH2:23][CH3:24])=[O:21].O. Given the product [F:5][CH2:6][CH2:7][O:8][C:9]1[CH:14]=[CH:13][C:12]([N+:15]([O-:17])=[O:16])=[C:11]([CH2:18][C:19](=[O:25])[C:20]([O:22][CH2:23][CH3:24])=[O:21])[CH:10]=1, predict the reactants needed to synthesize it.